From a dataset of Forward reaction prediction with 1.9M reactions from USPTO patents (1976-2016). Predict the product of the given reaction. (1) Given the reactants [Br:1]N1C(=O)CCC1=O.CSC.[F:12][C:13]([F:28])([F:27])[C:14]1[CH:15]=[C:16]([C@@H:24](O)[CH3:25])[CH:17]=[C:18]([C:20]([F:23])([F:22])[F:21])[CH:19]=1.CCCCCC, predict the reaction product. The product is: [Br:1][C@@H:24]([C:16]1[CH:15]=[C:14]([C:13]([F:28])([F:27])[F:12])[CH:19]=[C:18]([C:20]([F:23])([F:22])[F:21])[CH:17]=1)[CH3:25]. (2) The product is: [NH2:1][C:2]1[N:3]=[CH:4][C:5](/[CH:20]=[CH:19]/[C:18]([O:22][C:23]([CH3:26])([CH3:25])[CH3:24])=[O:21])=[CH:6][CH:7]=1. Given the reactants [NH2:1][C:2]1[CH:7]=[CH:6][C:5](Br)=[CH:4][N:3]=1.CCN(C(C)C)C(C)C.[C:18]([O:22][C:23]([CH3:26])([CH3:25])[CH3:24])(=[O:21])[CH:19]=[CH2:20].C1(C)C=CC=CC=1P(C1C=CC=CC=1C)C1C=CC=CC=1C, predict the reaction product. (3) Given the reactants [NH2:1][C:2]1[CH:11]=[CH:10][C:9]2[C:4](=[CH:5][CH:6]=[CH:7][CH:8]=2)[CH:3]=1.[C:12]([O:17][CH3:18])(=[O:16])[C:13]([CH3:15])=O, predict the reaction product. The product is: [CH3:18][O:17][C:12](=[O:16])[C@H:13]([CH3:15])[NH:1][C:2]1[CH:11]=[CH:10][C:9]2[C:4](=[CH:5][CH:6]=[CH:7][CH:8]=2)[CH:3]=1. (4) Given the reactants [C:1]([N:4]1[C@@H:10]([CH3:11])[C@H:9]([NH:12][C:13](=[O:25])[C@@H:14]([N:16](C)[C:17](=O)OC(C)(C)C)[CH3:15])[C:8](=[O:26])[N:7]([CH2:27][C:28]2[C:37]3[C:32](=[CH:33][CH:34]=[CH:35][CH:36]=3)[N:31]=[CH:30][C:29]=2[CH:38]2[CH2:40][CH2:39]2)[C:6]2[CH:41]=[CH:42][CH:43]=[CH:44][C:5]1=2)(=[O:3])[CH3:2].C(O)(C(F)(F)F)=O, predict the reaction product. The product is: [C:1]([N:4]1[C@@H:10]([CH3:11])[C@H:9]([NH:12][C:13](=[O:25])[C@@H:14]([NH:16][CH3:17])[CH3:15])[C:8](=[O:26])[N:7]([CH2:27][C:28]2[C:37]3[C:32](=[CH:33][CH:34]=[CH:35][CH:36]=3)[N:31]=[CH:30][C:29]=2[CH:38]2[CH2:39][CH2:40]2)[C:6]2[CH:41]=[CH:42][CH:43]=[CH:44][C:5]1=2)(=[O:3])[CH3:2].